From a dataset of Catalyst prediction with 721,799 reactions and 888 catalyst types from USPTO. Predict which catalyst facilitates the given reaction. (1) Reactant: [NH2:1][C:2]1[CH:7]=[CH:6][C:5]([NH:8][C:9](=[O:11])[CH3:10])=[CH:4][CH:3]=1.[C:12]([O:21][CH3:22])(=[O:20])[C:13]#[C:14][CH2:15][CH2:16][CH2:17][CH2:18][CH3:19].[F-].[K+]. Product: [C:9]([NH:8][C:5]1[CH:4]=[CH:3][C:2]([NH:1]/[C:14](/[CH2:15][CH2:16][CH2:17][CH2:18][CH3:19])=[CH:13]/[C:12]([O:21][CH3:22])=[O:20])=[CH:7][CH:6]=1)(=[O:11])[CH3:10]. The catalyst class is: 9. (2) Product: [CH2:1]([O:3][C:4]([C:6]1[CH:11]=[C:10]([O:12][CH2:13][C:14]2[CH:19]=[CH:18][CH:17]=[CH:16][CH:15]=2)[CH:9]=[C:8]([CH2:20][OH:21])[N:7]=1)=[O:5])[CH3:2]. Reactant: [CH2:1]([O:3][C:4]([C:6]1[CH:11]=[C:10]([O:12][CH2:13][C:14]2[CH:19]=[CH:18][CH:17]=[CH:16][CH:15]=2)[CH:9]=[C:8]([C:20](OCC)=[O:21])[N:7]=1)=[O:5])[CH3:2].[Cl-].[Ca+2].[Cl-].[BH4-].[Na+].Cl. The catalyst class is: 8. (3) Reactant: [Cl:1][C:2]1[N:3]=[CH:4][CH:5]=[C:6]2[CH:10]=[CH:9][S:8][C:7]=12.ClC1C=CC=C(C(OO)=[O:19])C=1. Product: [Cl:1][C:2]1[N+:3]([O-:19])=[CH:4][CH:5]=[C:6]2[CH:10]=[CH:9][S:8][C:7]=12. The catalyst class is: 2. (4) Reactant: [CH2:1]([NH:3][C:4]([C:6]1[C:10]([NH:11][C:12](=[O:14])[CH3:13])=[C:9]([C:15]2[CH:20]=[C:19]([Cl:21])[C:18]([O:22]CC3C=CC=CC=3)=[CH:17][C:16]=2[O:30]CC2C=CC=CC=2)[O:8][N:7]=1)=[O:5])[CH3:2].B(Cl)(Cl)Cl. Product: [CH2:1]([NH:3][C:4]([C:6]1[C:10]([NH:11][C:12](=[O:14])[CH3:13])=[C:9]([C:15]2[CH:20]=[C:19]([Cl:21])[C:18]([OH:22])=[CH:17][C:16]=2[OH:30])[O:8][N:7]=1)=[O:5])[CH3:2]. The catalyst class is: 2. (5) Reactant: C(=O)([O-])[O-].[Cs+].[Cs+].[NH:7]1[CH2:12][CH2:11][O:10][CH2:9][CH2:8]1.[CH2:13](Br)[C:14]#[CH:15]. Product: [N:7]1([CH2:15][C:14]#[CH:13])[CH2:12][CH2:11][O:10][CH2:9][CH2:8]1. The catalyst class is: 21. (6) Reactant: [CH3:1][O:2][C:3]1[CH:12]=[CH:11][C:10]([N:13]2[CH2:18][CH2:17][N:16]([CH3:19])[CH2:15][CH2:14]2)=[C:9]2[C:4]=1[CH:5]=[CH:6][N:7]=[CH:8]2.[BH3-]C#N.[Na+].B(F)(F)F.CCOCC.C([O-])([O-])=O.[K+].[K+]. Product: [CH3:1][O:2][C:3]1[CH:12]=[CH:11][C:10]([N:13]2[CH2:14][CH2:15][N:16]([CH3:19])[CH2:17][CH2:18]2)=[C:9]2[C:4]=1[CH2:5][CH2:6][NH:7][CH2:8]2. The catalyst class is: 5. (7) The catalyst class is: 410. Reactant: [Si:1]([O:8][C@H:9]1[CH2:32][CH2:31][C@@:30]2([CH3:33])[C@@H:11]([CH2:12][CH2:13][C:14]3[C:15]4[C@:26]([CH3:34])([CH2:27][CH2:28][C:29]=32)[C@@H:18]([C@H:19]([CH3:25])[CH2:20][CH2:21][C:22]([OH:24])=O)[CH2:17][CH:16]=4)[C:10]1([CH3:36])[CH3:35])([C:4]([CH3:7])([CH3:6])[CH3:5])([CH3:3])[CH3:2].[CH3:37][N:38]1CCOC[CH2:39]1.C(OC(Cl)=O)C(C)C.CNC. Product: [CH3:37][N:38]([CH3:39])[C:22](=[O:24])[CH2:21][CH2:20][C@H:19]([C@@H:18]1[C@:26]2([CH3:34])[C:15]([C:14]3[CH2:13][CH2:12][C@@H:11]4[C@:30]([C:29]=3[CH2:28][CH2:27]2)([CH3:33])[CH2:31][CH2:32][C@H:9]([O:8][Si:1]([C:4]([CH3:6])([CH3:7])[CH3:5])([CH3:3])[CH3:2])[C:10]4([CH3:36])[CH3:35])=[CH:16][CH2:17]1)[CH3:25].